This data is from Catalyst prediction with 721,799 reactions and 888 catalyst types from USPTO. The task is: Predict which catalyst facilitates the given reaction. (1) Reactant: [Cl-].[Al+3].[Cl-].[Cl-].[Br:5][C:6]1[CH:11]=[CH:10][CH:9]=[CH:8][C:7]=1[NH:12][C:13](=[O:22])[CH:14]=[CH:15]C1C=CC=CC=1. Product: [Br:5][C:6]1[CH:11]=[CH:10][CH:9]=[C:8]2[C:7]=1[NH:12][C:13](=[O:22])[CH:14]=[CH:15]2. The catalyst class is: 159. (2) Reactant: Cl.C(OC(=O)[NH:8][CH2:9][CH2:10][CH2:11][CH2:12][N:13]1[C:25]2[C:24]3[CH:23]=[CH:22][C:21]([O:26][CH2:27][C:28]4[CH:33]=[CH:32][CH:31]=[CH:30][CH:29]=4)=[CH:20][C:19]=3[N:18]=[C:17]([NH2:34])[C:16]=2[N:15]=[C:14]1[CH2:35][CH3:36])(C)(C)C. Product: [NH2:8][CH2:9][CH2:10][CH2:11][CH2:12][N:13]1[C:25]2[C:24]3[CH:23]=[CH:22][C:21]([O:26][CH2:27][C:28]4[CH:29]=[CH:30][CH:31]=[CH:32][CH:33]=4)=[CH:20][C:19]=3[N:18]=[C:17]([NH2:34])[C:16]=2[N:15]=[C:14]1[CH2:35][CH3:36]. The catalyst class is: 8. (3) Reactant: [NH2:1][CH2:2][CH:3]([C:5]1[CH:10]=[CH:9][C:8]([O:11][CH2:12][C:13]2[CH:18]=[CH:17][CH:16]=[CH:15][CH:14]=2)=[CH:7][CH:6]=1)[OH:4].C(N(CC)CC)C.[C:26](Cl)(=[O:29])[CH2:27][CH3:28]. Product: [CH2:12]([O:11][C:8]1[CH:9]=[CH:10][C:5]([CH:3]([OH:4])[CH2:2][NH:1][C:26](=[O:29])[CH2:27][CH3:28])=[CH:6][CH:7]=1)[C:13]1[CH:18]=[CH:17][CH:16]=[CH:15][CH:14]=1. The catalyst class is: 4. (4) Reactant: Cl.[CH2:2]([O:4][C:5](=[O:33])[CH2:6][NH:7][CH2:8][C:9]1[CH:14]=[CH:13][CH:12]=[C:11]([CH2:15][O:16][C:17]2[CH:22]=[CH:21][C:20]([C:23]3[CH:28]=[C:27]([F:29])[C:26]([F:30])=[CH:25][C:24]=3[O:31][CH3:32])=[CH:19][CH:18]=2)[CH:10]=1)[CH3:3].[CH2:34](Br)[C:35]1[CH:40]=[CH:39][CH:38]=[CH:37][CH:36]=1.C(=O)([O-])[O-].[K+].[K+]. Product: [CH2:2]([O:4][C:5](=[O:33])[CH2:6][N:7]([CH2:34][C:35]1[CH:40]=[CH:39][CH:38]=[CH:37][CH:36]=1)[CH2:8][C:9]1[CH:14]=[CH:13][CH:12]=[C:11]([CH2:15][O:16][C:17]2[CH:18]=[CH:19][C:20]([C:23]3[CH:28]=[C:27]([F:29])[C:26]([F:30])=[CH:25][C:24]=3[O:31][CH3:32])=[CH:21][CH:22]=2)[CH:10]=1)[CH3:3]. The catalyst class is: 56.